Regression. Given two drug SMILES strings and cell line genomic features, predict the synergy score measuring deviation from expected non-interaction effect. From a dataset of NCI-60 drug combinations with 297,098 pairs across 59 cell lines. (1) Drug 1: C1CN1P(=S)(N2CC2)N3CC3. Drug 2: C1=CN(C=N1)CC(O)(P(=O)(O)O)P(=O)(O)O. Cell line: RPMI-8226. Synergy scores: CSS=25.4, Synergy_ZIP=-10.1, Synergy_Bliss=-10.2, Synergy_Loewe=-6.30, Synergy_HSA=-6.94. (2) Drug 1: CC12CCC(CC1=CCC3C2CCC4(C3CC=C4C5=CN=CC=C5)C)O. Drug 2: CCN(CC)CCNC(=O)C1=C(NC(=C1C)C=C2C3=C(C=CC(=C3)F)NC2=O)C. Cell line: SK-MEL-28. Synergy scores: CSS=-6.23, Synergy_ZIP=1.74, Synergy_Bliss=0.355, Synergy_Loewe=-6.62, Synergy_HSA=-5.71. (3) Drug 1: C1CN1C2=NC(=NC(=N2)N3CC3)N4CC4. Drug 2: C1=CC=C(C(=C1)C(C2=CC=C(C=C2)Cl)C(Cl)Cl)Cl. Cell line: MOLT-4. Synergy scores: CSS=65.4, Synergy_ZIP=0.353, Synergy_Bliss=0.945, Synergy_Loewe=-29.0, Synergy_HSA=0.684. (4) Drug 1: CCN(CC)CCNC(=O)C1=C(NC(=C1C)C=C2C3=C(C=CC(=C3)F)NC2=O)C. Drug 2: CC1=C(C(=O)C2=C(C1=O)N3CC4C(C3(C2COC(=O)N)OC)N4)N. Cell line: A498. Synergy scores: CSS=22.2, Synergy_ZIP=-12.4, Synergy_Bliss=-5.33, Synergy_Loewe=-13.0, Synergy_HSA=-4.49.